From a dataset of Forward reaction prediction with 1.9M reactions from USPTO patents (1976-2016). Predict the product of the given reaction. (1) The product is: [CH2:1]([CH:5]1[CH2:14][CH2:13][C:12]2[CH:11]=[C:10]([C@H:15]3[CH2:24][CH2:23][C@@:17]4([NH:21][C:20](=[O:22])[O:19][CH2:18]4)[CH2:16]3)[CH:9]=[CH:8][C:7]=2[C:6]1=[O:25])[CH2:2][CH2:3][CH3:4]. Given the reactants [CH2:1]([CH:5]1[CH2:14][CH2:13][C:12]2[CH:11]=[C:10]([C@H:15]3[CH2:24][CH2:23][C@@:17]4([NH:21][C:20](=[O:22])[O:19][CH2:18]4)[CH2:16]3)[CH:9]=[CH:8][C:7]=2[CH:6]1[OH:25])[CH2:2][CH2:3][CH3:4], predict the reaction product. (2) Given the reactants [CH:1]([O:4][C:5]1[CH:6]=[C:7]([CH:9]=[CH:10][CH:11]=1)[NH2:8])([CH3:3])[CH3:2].[CH:12](=O)[CH2:13][CH2:14][CH3:15], predict the reaction product. The product is: [CH2:12]([NH:8][C:7]1[CH:9]=[CH:10][CH:11]=[C:5]([O:4][CH:1]([CH3:3])[CH3:2])[CH:6]=1)[CH2:13][CH2:14][CH3:15]. (3) The product is: [I:1][C:2]1[CH:10]=[C:9]([O:11][CH3:12])[C:8]([O:13][CH3:14])=[CH:7][C:3]=1[C:4]([NH:16][CH2:17][C:18]([O:20][CH2:21][CH3:22])=[O:19])=[O:6]. Given the reactants [I:1][C:2]1[CH:10]=[C:9]([O:11][CH3:12])[C:8]([O:13][CH3:14])=[CH:7][C:3]=1[C:4]([OH:6])=O.Cl.[NH2:16][CH2:17][C:18]([O:20][CH2:21][CH3:22])=[O:19].CCN=C=NCCCN(C)C.C1C=CC2N(O)N=NC=2C=1.CCN(CC)CC, predict the reaction product. (4) Given the reactants Br[C:2]1[C:3](=[O:15])[N:4]([CH2:9][C:10]([O:12][CH2:13][CH3:14])=[O:11])[C:5]([CH3:8])=[CH:6][N:7]=1.[F:16][C:17]([F:26])([C:20]1[CH:25]=[CH:24][CH:23]=[CH:22][CH:21]=1)[CH2:18][NH2:19].C(OCC)(=O)C, predict the reaction product. The product is: [F:16][C:17]([F:26])([C:20]1[CH:21]=[CH:22][CH:23]=[CH:24][CH:25]=1)[CH2:18][NH:19][C:2]1[C:3](=[O:15])[N:4]([CH2:9][C:10]([O:12][CH2:13][CH3:14])=[O:11])[C:5]([CH3:8])=[CH:6][N:7]=1. (5) Given the reactants F[C:2]1[CH:3]=[C:4](C=[C:8]([N:10]2[CH2:15][CH2:14][C:13]3[N:16]=[C:17]([C:19]4[CH:24]=[CH:23][CH:22]=[CH:21][N:20]=4)[O:18][C:12]=3[CH2:11]2)[CH:9]=1)[C:5]#[N:6].BrC1[N:31]=C(C#N)C=CC=1, predict the reaction product. The product is: [N:20]1[CH:21]=[CH:22][CH:23]=[CH:24][C:19]=1[C:17]1[O:18][C:12]2[CH2:11][N:10]([C:8]3[N:31]=[C:4]([C:5]#[N:6])[CH:3]=[CH:2][CH:9]=3)[CH2:15][CH2:14][C:13]=2[N:16]=1. (6) Given the reactants [Cl:1][C:2]1[CH:7]=[CH:6][C:5]([C:8]([C:11]2[N:15]([C:16]3[CH:21]=[CH:20][C:19]([F:22])=[CH:18][CH:17]=3)[C:14]([NH2:23])=[N:13][CH:12]=2)([CH3:10])[CH3:9])=[CH:4][C:3]=1[O:24][CH3:25].N1C=CC=CC=1.[Cl:32][C:33]1[CH:41]=[CH:40][CH:39]=[C:38]([F:42])[C:34]=1[C:35](Cl)=[O:36], predict the reaction product. The product is: [Cl:32][C:33]1[CH:41]=[CH:40][CH:39]=[C:38]([F:42])[C:34]=1[C:35]([NH:23][C:14]1[N:15]([C:16]2[CH:21]=[CH:20][C:19]([F:22])=[CH:18][CH:17]=2)[C:11]([C:8]([C:5]2[CH:6]=[CH:7][C:2]([Cl:1])=[C:3]([O:24][CH3:25])[CH:4]=2)([CH3:10])[CH3:9])=[CH:12][N:13]=1)=[O:36]. (7) Given the reactants [CH2:1]([O:3][C:4](=[O:26])[CH2:5][N:6]1[C:14]2[CH2:13][CH2:12][CH2:11][CH:10]([NH:15][S:16]([C:19]3[CH:24]=[CH:23][CH:22]=[C:21]([NH2:25])[CH:20]=3)(=[O:18])=[O:17])[C:9]=2[CH:8]=[N:7]1)[CH3:2].[CH3:27][S:28](Cl)(=[O:30])=[O:29], predict the reaction product. The product is: [CH2:1]([O:3][C:4](=[O:26])[CH2:5][N:6]1[C:14]2[CH2:13][CH2:12][CH2:11][CH:10]([NH:15][S:16]([C:19]3[CH:24]=[CH:23][CH:22]=[C:21]([NH:25][S:28]([CH3:27])(=[O:30])=[O:29])[CH:20]=3)(=[O:18])=[O:17])[C:9]=2[CH:8]=[N:7]1)[CH3:2].